From a dataset of Full USPTO retrosynthesis dataset with 1.9M reactions from patents (1976-2016). Predict the reactants needed to synthesize the given product. (1) Given the product [BrH:5].[Cl:15][C:10]1[CH:11]=[CH:12][CH:13]=[CH:14][C:9]=1[C:7]1[N:1]=[C:2]([NH2:4])[S:3][CH:6]=1, predict the reactants needed to synthesize it. The reactants are: [NH2:1][C:2]([NH2:4])=[S:3].[Br:5][CH2:6][C:7]([C:9]1[CH:14]=[CH:13][CH:12]=[CH:11][C:10]=1[Cl:15])=O. (2) Given the product [N:1]1[C:10]([C:11]([O:13][CH2:14][CH3:15])=[O:12])=[CH:9][N:3]2[CH:4]=[CH:5][CH:6]=[CH:7][C:2]=12, predict the reactants needed to synthesize it. The reactants are: [NH2:1][C:2]1[CH:7]=[CH:6][CH:5]=[CH:4][N:3]=1.Br[CH2:9][C:10](=O)[C:11]([O:13][CH2:14][CH3:15])=[O:12]. (3) Given the product [Br:1][C:2]1[N:3]=[C:4]2[N:9]([CH:10]3[CH2:15][CH2:14][O:13][CH2:12][CH2:11]3)[C:16](=[O:17])[NH:8][C:5]2=[N:6][CH:7]=1, predict the reactants needed to synthesize it. The reactants are: [Br:1][C:2]1[N:3]=[C:4]([NH:9][CH:10]2[CH2:15][CH2:14][O:13][CH2:12][CH2:11]2)[C:5]([NH2:8])=[N:6][CH:7]=1.[C:16](N1C=CN=C1)(N1C=CN=C1)=[O:17]. (4) Given the product [CH2:1]([C:5]1[N:6]=[C:7]([C:12]2[CH:17]=[CH:16][C:15]([C:18]([F:20])([F:21])[F:19])=[CH:14][CH:13]=2)[S:8][C:9]=1[CH2:10][O:11][CH2:25][C:26]1[CH:33]=[CH:32][C:29]([C:30]#[N:31])=[C:28]([F:34])[CH:27]=1)[CH2:2][CH2:3][CH3:4], predict the reactants needed to synthesize it. The reactants are: [CH2:1]([C:5]1[N:6]=[C:7]([C:12]2[CH:17]=[CH:16][C:15]([C:18]([F:21])([F:20])[F:19])=[CH:14][CH:13]=2)[S:8][C:9]=1[CH2:10][OH:11])[CH2:2][CH2:3][CH3:4].[H-].[Na+].Br[CH2:25][C:26]1[CH:33]=[CH:32][C:29]([C:30]#[N:31])=[C:28]([F:34])[CH:27]=1.O. (5) Given the product [O:14]=[C:15]1[CH2:16][CH2:17][CH2:18][N:1]1[C:2]1[CH:3]=[CH:4][C:5]([CH2:8][C:9]([OH:11])=[O:10])=[CH:6][CH:7]=1, predict the reactants needed to synthesize it. The reactants are: [NH2:1][C:2]1[CH:7]=[CH:6][C:5]([CH2:8][C:9]([OH:11])=[O:10])=[CH:4][CH:3]=1.CC1(C)OC(=O)[C:16]2([CH2:18][CH2:17]2)[C:15](=O)[O:14]1.